Dataset: Reaction yield outcomes from USPTO patents with 853,638 reactions. Task: Predict the reaction yield, written as a fraction of the theoretical maximum amount of product (1.0 means a 100% yield; for example, 0.34 means a 34% yield). (1) The reactants are [Cl-].O[NH3+:3].[C:4](=[O:7])([O-])[OH:5].[Na+].CS(C)=O.[F:13][C:14]1[CH:15]=[C:16]([C:41]2[C:42]([C:47]#[N:48])=[CH:43][CH:44]=[CH:45][CH:46]=2)[CH:17]=[CH:18][C:19]=1[CH2:20][C:21]1[C:26](=[O:27])[N:25]([C:28]2[CH:33]=[CH:32][C:31]([O:34][CH:35]=[CH2:36])=[CH:30][CH:29]=2)[C:24]([CH3:37])=[N:23][C:22]=1[CH2:38][CH2:39][CH3:40]. The catalyst is C(OCC)(=O)C. The yield is 0.670. The product is [F:13][C:14]1[CH:15]=[C:16]([C:41]2[CH:46]=[CH:45][CH:44]=[CH:43][C:42]=2[C:47]2[NH:3][C:4](=[O:7])[O:5][N:48]=2)[CH:17]=[CH:18][C:19]=1[CH2:20][C:21]1[C:26](=[O:27])[N:25]([C:28]2[CH:33]=[CH:32][C:31]([O:34][CH:35]=[CH2:36])=[CH:30][CH:29]=2)[C:24]([CH3:37])=[N:23][C:22]=1[CH2:38][CH2:39][CH3:40]. (2) The reactants are [Br:1][C:2]1[S:6][C:5]([CH2:7]O)=[N:4][C:3]=1[CH2:9][CH3:10].S(Cl)([Cl:13])=O. The catalyst is C1COCC1. The product is [Br:1][C:2]1[S:6][C:5]([CH2:7][Cl:13])=[N:4][C:3]=1[CH2:9][CH3:10]. The yield is 0.890. (3) The reactants are C([O-])([O-])=O.[K+].[K+].Br.Br[C:9]1[S:13][C:12]([NH2:14])=[N:11][CH:10]=1.[SH:15][CH2:16][CH2:17][C:18]([O:20][CH3:21])=[O:19]. The catalyst is CN(C=O)C.O. The product is [NH2:14][C:12]1[S:13][C:9]([S:15][CH2:16][CH2:17][C:18]([O:20][CH3:21])=[O:19])=[CH:10][N:11]=1. The yield is 0.700. (4) The reactants are [I:1][C:2]1[CH:3]=[C:4]2[C:8](=[CH:9][CH:10]=1)[NH:7][C:6](=[O:11])[C:5]2=[N:12][NH:13][C:14]([C:16]1[CH:40]=[CH:39][C:19]([O:20][C@@H:21]([CH2:32][C:33]2[CH:38]=[CH:37][CH:36]=[CH:35][CH:34]=2)[C:22]([O:24]CC2C=CC=CC=2)=[O:23])=[CH:18][CH:17]=1)=[O:15].[OH-].[Na+]. The catalyst is C1COCC1.O. The product is [I:1][C:2]1[CH:3]=[C:4]2[C:8](=[CH:9][CH:10]=1)[NH:7][C:6](=[O:11])[C:5]2=[N:12][NH:13][C:14]([C:16]1[CH:40]=[CH:39][C:19]([O:20][C@@H:21]([CH2:32][C:33]2[CH:34]=[CH:35][CH:36]=[CH:37][CH:38]=2)[C:22]([OH:24])=[O:23])=[CH:18][CH:17]=1)=[O:15]. The yield is 0.730. (5) The reactants are [NH:1]1[C:9]2[C:4](=[CH:5][CH:6]=[CH:7][CH:8]=2)[CH2:3][C:2]1=[O:10].[C:11]1([C:17](=O)[C:18]([O:20]CC)=[O:19])[CH:16]=[CH:15][CH:14]=[CH:13][CH:12]=1. No catalyst specified. The product is [O:10]=[C:2]1[C:3](=[C:17]([C:11]2[CH:16]=[CH:15][CH:14]=[CH:13][CH:12]=2)[C:18]([OH:20])=[O:19])[C:4]2[C:9](=[CH:8][CH:7]=[CH:6][CH:5]=2)[NH:1]1. The yield is 0.250. (6) The reactants are O=[C:2]1[CH2:5][CH:4]([NH:6][C:7](=[O:13])[O:8][C:9]([CH3:12])([CH3:11])[CH3:10])[CH2:3]1.C1(P(C2C=CC=CC=2)(C2C=CC=CC=2)=[CH:21][C:22]([O:24][CH2:25][CH3:26])=[O:23])C=CC=CC=1. The catalyst is C1(C)C=CC=CC=1. The product is [C:9]([O:8][C:7]([NH:6][CH:4]1[CH2:5][C:2](=[CH:21][C:22]([O:24][CH2:25][CH3:26])=[O:23])[CH2:3]1)=[O:13])([CH3:12])([CH3:11])[CH3:10]. The yield is 0.890.